This data is from Full USPTO retrosynthesis dataset with 1.9M reactions from patents (1976-2016). The task is: Predict the reactants needed to synthesize the given product. (1) The reactants are: [C:1]([N:4]([CH2:11][C:12]1[CH:17]=[CH:16][C:15]([C@@H:18]2[CH2:23][CH2:22][CH2:21][CH2:20][C@H:19]2[C:24]([O:26]C(C)(C)C)=[O:25])=[CH:14][CH:13]=1)[C:5]1[CH:10]=[CH:9][CH:8]=[CH:7][N:6]=1)(=[O:3])[CH3:2].[OH-].[Na+]. Given the product [C:1]([N:4]([CH2:11][C:12]1[CH:13]=[CH:14][C:15]([C@@H:18]2[CH2:23][CH2:22][CH2:21][CH2:20][C@H:19]2[C:24]([OH:26])=[O:25])=[CH:16][CH:17]=1)[C:5]1[CH:10]=[CH:9][CH:8]=[CH:7][N:6]=1)(=[O:3])[CH3:2], predict the reactants needed to synthesize it. (2) The reactants are: [F:1][C:2]([F:7])([F:6])[C:3]([OH:5])=[O:4].[CH:8]1([N:11]2[C:15]3[C:16]([O:34][C@@H:35]([C@H:37]4[CH2:41][NH:40][C:39](=[O:42])[CH2:38]4)[CH3:36])=[N:17][C:18]([C:20]4[CH:25]=[CH:24][C:23]([N:26]5[CH2:31][CH2:30][NH:29][CH2:28][CH2:27]5)=[C:22]([O:32][CH3:33])[CH:21]=4)=[CH:19][C:14]=3[N:13]=[CH:12]2)[CH2:10][CH2:9]1.C(N(CC)CC)C.[CH3:50][S:51](O[S:51]([CH3:50])(=[O:53])=[O:52])(=[O:53])=[O:52]. Given the product [CH:8]1([N:11]2[C:15]3[C:16]([O:34][C@@H:35]([C@H:37]4[CH2:41][NH:40][C:39](=[O:42])[CH2:38]4)[CH3:36])=[N:17][C:18]([C:20]4[CH:25]=[CH:24][C:23]([N:26]5[CH2:31][CH2:30][N:29]([S:51]([CH3:50])(=[O:53])=[O:52])[CH2:28][CH2:27]5)=[C:22]([O:32][CH3:33])[CH:21]=4)=[CH:19][C:14]=3[N:13]=[CH:12]2)[CH2:10][CH2:9]1.[F:1][C:2]([F:7])([F:6])[C:3]([OH:5])=[O:4], predict the reactants needed to synthesize it. (3) Given the product [Cl:14][CH2:15][C:16]([NH:1][C:2]1[CH:7]=[CH:6][CH:5]=[CH:4][CH:3]=1)=[O:17], predict the reactants needed to synthesize it. The reactants are: [NH2:1][C:2]1[CH:7]=[CH:6][CH:5]=[CH:4][CH:3]=1.C(=O)([O-])[O-].[K+].[K+].[Cl:14][CH2:15][C:16](Cl)=[O:17]. (4) Given the product [CH2:34]([Cl:15])[Cl:14].[NH3:18].[Cl:14][C:54]1[CH:53]=[C:52]([NH:51][NH:59][C:26](=[O:30])[CH:27]([N:21]2[CH2:20][CH2:19][N:18]3[CH2:22][CH2:23][CH2:24][C@H:17]3[CH2:16]2)[C:1]2[C:10]3[C:5](=[CH:6][CH:7]=[CH:8][CH:9]=3)[CH:4]=[CH:3][CH:2]=2)[CH:57]=[C:56]([Cl:15])[CH:55]=1, predict the reactants needed to synthesize it. The reactants are: [C:1]1(B(O)O)[C:10]2[C:5](=[CH:6][CH:7]=[CH:8][CH:9]=2)[CH:4]=[CH:3][CH:2]=1.[ClH:14].[ClH:15].[CH2:16]1[NH:21][CH2:20][CH2:19][N:18]2[CH2:22][CH2:23][CH2:24][C@@H:17]12.O.[C:26]([OH:30])(=O)[CH:27]=O.[OH-].[Na+].Cl.[CH3:34]CN(C(C)C)C(C)C.CN(C(O[N:51]1[N:59]=N[C:53]2[CH:54]=[CH:55][CH:56]=[CH:57][C:52]1=2)=[N+](C)C)C.[B-](F)(F)(F)F.FC(F)(F)C1C=C(NN)C=C(C(F)(F)F)C=1. (5) Given the product [NH2:11][C:10]1[C:4]2[C:5](=[N:6][C:7]([CH3:8])=[C:2]([Cl:1])[C:3]=2[CH3:12])[S:9][C:16]=1[C:17]#[N:18], predict the reactants needed to synthesize it. The reactants are: [Cl:1][C:2]1[C:3]([CH3:12])=[C:4]([C:10]#[N:11])[C:5](=[S:9])[NH:6][C:7]=1[CH3:8].[OH-].[K+].Cl[CH2:16][C:17]#[N:18]. (6) Given the product [F:24][C:25]1[CH:30]=[C:29]([O:31][CH3:32])[C:28]([F:33])=[CH:27][C:26]=1[N:34]1[CH2:39][CH2:38][N:37]([S:48]([CH2:40][CH2:41][CH2:42][CH2:43][CH2:44][CH2:45][CH2:46][CH3:47])(=[O:50])=[O:49])[CH2:36][CH2:35]1, predict the reactants needed to synthesize it. The reactants are: Cl.Cl.COC1C=CC(N2CCNCC2)=CC=1.C(Cl)(=O)CC(C)C.[F:24][C:25]1[CH:30]=[C:29]([O:31][CH3:32])[C:28]([F:33])=[CH:27][C:26]=1[N:34]1[CH2:39][CH2:38][NH:37][CH2:36][CH2:35]1.[CH2:40]([S:48](Cl)(=[O:50])=[O:49])[CH2:41][CH2:42][CH2:43][CH2:44][CH2:45][CH2:46][CH3:47]. (7) Given the product [NH2:5][C:4]1[C:3]2[C:2](=[CH:9][CH:8]=[CH:7][C:6]=2[O:10][CH2:11][CH:12]2[CH2:17][CH2:16][N:15]([C:18](=[O:21])[CH2:19][CH3:20])[CH2:14][CH2:13]2)[N:1]=[C:24]([CH3:26])[C:23]=1[C:22]([O:28][CH2:29][CH3:30])=[O:27], predict the reactants needed to synthesize it. The reactants are: [NH2:1][C:2]1[CH:9]=[CH:8][CH:7]=[C:6]([O:10][CH2:11][CH:12]2[CH2:17][CH2:16][N:15]([C:18](=[O:21])[CH2:19][CH3:20])[CH2:14][CH2:13]2)[C:3]=1[C:4]#[N:5].[C:22]([O:28][CH2:29][CH3:30])(=[O:27])[CH2:23][C:24]([CH3:26])=O.